From a dataset of Reaction yield outcomes from USPTO patents with 853,638 reactions. Predict the reaction yield, written as a fraction of the theoretical maximum amount of product (1.0 means a 100% yield; for example, 0.34 means a 34% yield). (1) The reactants are C(N(CC)CC)C.[NH:8]1[C:16]2[C:11](=[CH:12][CH:13]=[CH:14][CH:15]=2)[C:10](=[O:17])[C:9]1=[O:18].[S:19]1[CH:23]=[CH:22][C:21](B(O)O)=[CH:20]1. The catalyst is C(Cl)Cl.C([O-])(=O)C.[Cu+2].C([O-])(=O)C. The product is [S:19]1[CH:23]=[CH:22][C:21]([N:8]2[C:16]3[C:11](=[CH:12][CH:13]=[CH:14][CH:15]=3)[C:10](=[O:17])[C:9]2=[O:18])=[CH:20]1. The yield is 0.500. (2) The reactants are [C:1]([O:10]C)(=O)[C:2]1[C:3](=[CH:5][CH:6]=[CH:7][CH:8]=1)[SH:4].[C:12]([C:14]1[CH:23]=[CH:22][C:21]2[CH2:20][CH2:19][CH2:18][CH2:17][C:16]=2[N:15]=1)#[N:13].C(N(CC)CC)C. The catalyst is C1(C)C=CC=CC=1. The product is [N:15]1[C:16]2[CH2:17][CH2:18][CH2:19][CH2:20][C:21]=2[CH:22]=[CH:23][C:14]=1[C:12]1[S:4][C:3]2[CH:5]=[CH:6][CH:7]=[CH:8][C:2]=2[C:1](=[O:10])[N:13]=1. The yield is 0.300. (3) The reactants are [CH2:1]([O:8][C:9]1[C:10]([NH:37][C:38]2[CH:43]=[CH:42][CH:41]=[CH:40][C:39]=2[N+:44]([O-:46])=[O:45])=[C:11](Br)[C:12]2[CH2:13][C@H:14]3[N:25]([C:26]([O:28][CH2:29][C:30]4[CH:35]=[CH:34][CH:33]=[CH:32][CH:31]=4)=[O:27])[CH2:24][CH2:23][C@@:20]4([C:21]=2[CH:22]=1)[C@H:15]3[CH2:16][CH2:17][CH2:18][CH2:19]4)[C:2]1[CH:7]=[CH:6][CH:5]=[CH:4][CH:3]=1.[CH3:47]B1OB(C)OB(C)O1.C([O-])([O-])=O.[K+].[K+].C(Cl)Cl. The catalyst is O1CCOCC1.C1C=CC(P(C2C=CC=CC=2)[C-]2C=CC=C2)=CC=1.C1C=CC(P(C2C=CC=CC=2)[C-]2C=CC=C2)=CC=1.Cl[Pd]Cl.[Fe+2].O. The product is [CH2:1]([O:8][C:9]1[C:10]([NH:37][C:38]2[CH:43]=[CH:42][CH:41]=[CH:40][C:39]=2[N+:44]([O-:46])=[O:45])=[C:11]([CH3:47])[C:12]2[CH2:13][C@H:14]3[N:25]([C:26]([O:28][CH2:29][C:30]4[CH:35]=[CH:34][CH:33]=[CH:32][CH:31]=4)=[O:27])[CH2:24][CH2:23][C@@:20]4([C:21]=2[CH:22]=1)[C@H:15]3[CH2:16][CH2:17][CH2:18][CH2:19]4)[C:2]1[CH:7]=[CH:6][CH:5]=[CH:4][CH:3]=1. The yield is 0.880. (4) The reactants are ClC1C(C(=O)N(CCCC)CCCC)=NN(C2C=CC(C(O)=O)=CC=2C(OCC)=O)C=1C.C([O:40][C:41]([C:43]1[CH:48]=[CH:47][C:46]([N:49]2[C:53]([CH3:54])=[C:52]([Cl:55])[C:51]([C:56]([O:58][CH2:59][CH3:60])=[O:57])=[N:50]2)=[C:45]([C:61]([N:63]2[CH2:72][CH2:71][C:70]3[C:65](=[CH:66][CH:67]=[CH:68][CH:69]=3)[CH2:64]2)=[O:62])[CH:44]=1)=[O:42])C1C=CC=CC=1. No catalyst specified. The product is [Cl:55][C:52]1[C:51]([C:56]([O:58][CH2:59][CH3:60])=[O:57])=[N:50][N:49]([C:46]2[CH:47]=[CH:48][C:43]([C:41]([OH:42])=[O:40])=[CH:44][C:45]=2[C:61]([N:63]2[CH2:72][CH2:71][C:70]3[C:65](=[CH:66][CH:67]=[CH:68][CH:69]=3)[CH2:64]2)=[O:62])[C:53]=1[CH3:54]. The yield is 0.860. (5) The reactants are [Br:1][C:2]1[C:14](=[O:15])[N:13]([CH:16]2[CH2:20][CH2:19][CH2:18][CH2:17]2)[C:5]2[N:6]=[C:7](S(C)=O)[N:8]=[CH:9][C:4]=2[C:3]=1[CH3:21].[CH3:22][O:23][C:24]1[CH:31]=[CH:30][C:27]([CH2:28][NH2:29])=[CH:26][CH:25]=1. The catalyst is C1(C)C=CC=CC=1. The product is [Br:1][C:2]1[C:14](=[O:15])[N:13]([CH:16]2[CH2:20][CH2:19][CH2:18][CH2:17]2)[C:5]2[N:6]=[C:7]([NH:29][CH2:28][C:27]3[CH:30]=[CH:31][C:24]([O:23][CH3:22])=[CH:25][CH:26]=3)[N:8]=[CH:9][C:4]=2[C:3]=1[CH3:21]. The yield is 0.864. (6) The reactants are [OH:1][C:2]1[CH:9]=[CH:8][C:5]([CH:6]=O)=[CH:4][C:3]=1[CH3:10].[Cl-].O[NH3+:13]. The catalyst is C(O)(=O)C.C(OCC)C. The product is [OH:1][C:2]1[CH:9]=[CH:8][C:5]([C:6]#[N:13])=[CH:4][C:3]=1[CH3:10]. The yield is 0.660. (7) The reactants are [CH3:1][C:2]([CH3:14])([CH3:13])[C:3]([NH:5][C:6]1[CH:11]=[CH:10][CH:9]=[CH:8][C:7]=1[CH3:12])=O.[Li]CCCC.[NH4+].[Cl-]. The catalyst is C1COCC1. The product is [C:2]([C:3]1[NH:5][C:6]2[C:7]([CH:12]=1)=[CH:8][CH:9]=[CH:10][CH:11]=2)([CH3:14])([CH3:13])[CH3:1]. The yield is 0.880.